This data is from Forward reaction prediction with 1.9M reactions from USPTO patents (1976-2016). The task is: Predict the product of the given reaction. Given the reactants [CH2:1]([C:4]1[N:5]=[C:6]([C:15]2[C:19]([NH:20][C:21](=[O:30])[C:22]3[C:27]([F:28])=[CH:26][CH:25]=[CH:24][C:23]=3[F:29])=[CH:18][N:17](CC3C=CC(OC)=CC=3)[N:16]=2)[NH:7][C:8]=1[C:9]1[CH:14]=[CH:13][CH:12]=[CH:11][CH:10]=1)[CH:2]=[CH2:3].C1(OC)C=CC=CC=1, predict the reaction product. The product is: [CH2:1]([C:4]1[N:5]=[C:6]([C:15]2[C:19]([NH:20][C:21](=[O:30])[C:22]3[C:23]([F:29])=[CH:24][CH:25]=[CH:26][C:27]=3[F:28])=[CH:18][NH:17][N:16]=2)[NH:7][C:8]=1[C:9]1[CH:10]=[CH:11][CH:12]=[CH:13][CH:14]=1)[CH:2]=[CH2:3].